This data is from Peptide-MHC class I binding affinity with 185,985 pairs from IEDB/IMGT. The task is: Regression. Given a peptide amino acid sequence and an MHC pseudo amino acid sequence, predict their binding affinity value. This is MHC class I binding data. (1) The peptide sequence is FAEGVVAFL. The MHC is HLA-B57:01 with pseudo-sequence HLA-B57:01. The binding affinity (normalized) is 0.0847. (2) The peptide sequence is ASDRISGIL. The MHC is HLA-B40:01 with pseudo-sequence HLA-B40:01. The binding affinity (normalized) is 0.327. (3) The peptide sequence is TINAVASRK. The MHC is HLA-A31:01 with pseudo-sequence HLA-A31:01. The binding affinity (normalized) is 0.382. (4) The peptide sequence is KLMHLDVTL. The MHC is HLA-B08:01 with pseudo-sequence HLA-B08:01. The binding affinity (normalized) is 0.0515. (5) The binding affinity (normalized) is 0.697. The MHC is Mamu-B52 with pseudo-sequence Mamu-B52. The peptide sequence is RQFPTAFCF. (6) The peptide sequence is EADPTGHSY. The MHC is HLA-A02:01 with pseudo-sequence HLA-A02:01. The binding affinity (normalized) is 0.0847. (7) The peptide sequence is KWRCPFPDQW. The MHC is Mamu-B17 with pseudo-sequence Mamu-B17. The binding affinity (normalized) is 0.559. (8) The peptide sequence is NRWKSWFSY. The MHC is HLA-A01:01 with pseudo-sequence HLA-A01:01. The binding affinity (normalized) is 0.0847. (9) The peptide sequence is EIFHYGFL. The binding affinity (normalized) is 0.446. The MHC is H-2-Kb with pseudo-sequence H-2-Kb. (10) The peptide sequence is LEYFQFVKKLL. The MHC is HLA-A68:02 with pseudo-sequence HLA-A68:02. The binding affinity (normalized) is 0.0847.